This data is from Full USPTO retrosynthesis dataset with 1.9M reactions from patents (1976-2016). The task is: Predict the reactants needed to synthesize the given product. Given the product [Br:1][C:2]1[CH:11]=[CH:10][C:9]2[C:4](=[CH:5][CH:6]=[C:7](/[CH:12]=[CH:16]/[C:17]3[CH:22]=[CH:21][C:20]([Br:23])=[CH:19][CH:18]=3)[CH:8]=2)[CH:3]=1, predict the reactants needed to synthesize it. The reactants are: [Br:1][C:2]1[CH:3]=[C:4]2[C:9](=[CH:10][CH:11]=1)[CH:8]=[C:7]([CH:12]=O)[CH:6]=[CH:5]2.C([C:16](CC)(P(=O)([O-])[O-])[C:17]1[CH:22]=[CH:21][C:20]([Br:23])=[CH:19][CH:18]=1)C.CC(C)([O-])C.[K+].